Dataset: Full USPTO retrosynthesis dataset with 1.9M reactions from patents (1976-2016). Task: Predict the reactants needed to synthesize the given product. (1) Given the product [C:51]([O:50][C:48]([N:2]([CH2:3][C:4]1[C:12]2[O:11][N:10]=[C:9]([CH2:13][CH2:14][CH:15]3[CH2:20][CH2:19][N:18]([C:21]4[N:22]=[N:23][C:24]([Cl:27])=[CH:25][CH:26]=4)[CH2:17][CH2:16]3)[C:8]=2[CH:7]=[CH:6][C:5]=1[O:28][CH2:29][CH:30]1[CH2:31][CH2:32]1)[CH3:1])=[O:49])([CH3:52])([CH3:53])[CH3:54], predict the reactants needed to synthesize it. The reactants are: [CH3:1][NH:2][CH2:3][C:4]1[C:12]2[O:11][N:10]=[C:9]([CH2:13][CH2:14][CH:15]3[CH2:20][CH2:19][N:18]([C:21]4[N:22]=[N:23][C:24]([Cl:27])=[CH:25][CH:26]=4)[CH2:17][CH2:16]3)[C:8]=2[CH:7]=[CH:6][C:5]=1[O:28][CH2:29][CH:30]1[CH2:32][CH2:31]1.C(N(CC)CC)C.[C:48](O[C:48]([O:50][C:51]([CH3:54])([CH3:53])[CH3:52])=[O:49])([O:50][C:51]([CH3:54])([CH3:53])[CH3:52])=[O:49].CCCCCCC.C(OCC)(=O)C. (2) The reactants are: [C:1]([C:3]1[CH:8]=[CH:7][C:6]([C:9]2[CH:10]=[N:11][N:12]([C:15]3[CH:23]=[CH:22][C:18]([C:19]([OH:21])=O)=[CH:17][N:16]=3)[C:13]=2[OH:14])=[C:5]([CH3:24])[CH:4]=1)#[N:2].[O:25]1[CH2:30][CH2:29][CH2:28][CH2:27][CH:26]1[CH2:31][NH2:32]. Given the product [C:1]([C:3]1[CH:8]=[CH:7][C:6]([C:9]2[CH:10]=[N:11][N:12]([C:15]3[CH:23]=[CH:22][C:18]([C:19]([NH:32][CH2:31][CH:26]4[CH2:27][CH2:28][CH2:29][CH2:30][O:25]4)=[O:21])=[CH:17][N:16]=3)[C:13]=2[OH:14])=[C:5]([CH3:24])[CH:4]=1)#[N:2], predict the reactants needed to synthesize it. (3) Given the product [CH:1]([O:4][C:5]([N:7]1[CH2:12][CH2:11][CH:10]([C@H:13]([CH3:43])[CH2:14][CH2:15][CH2:16][C:17]2[CH:18]=[N:19][C:20]([N:23]3[CH2:27][C@H:26]([N:28]4[CH2:33][CH2:32][CH2:31][CH2:30][C:29]4=[O:34])[C@@H:25]([NH2:35])[CH2:24]3)=[N:21][CH:22]=2)[CH2:9][CH2:8]1)=[O:6])([CH3:3])[CH3:2], predict the reactants needed to synthesize it. The reactants are: [CH:1]([O:4][C:5]([N:7]1[CH2:12][CH2:11][CH:10]([C@H:13]([CH3:43])[CH2:14][CH2:15][CH2:16][C:17]2[CH:18]=[N:19][C:20]([N:23]3[CH2:27][C@H:26]([N:28]4[CH2:33][CH2:32][CH2:31][CH2:30][C:29]4=[O:34])[C@@H:25]([NH:35]C(OC(C)(C)C)=O)[CH2:24]3)=[N:21][CH:22]=2)[CH2:9][CH2:8]1)=[O:6])([CH3:3])[CH3:2].C(O)(C(F)(F)F)=O. (4) Given the product [CH2:1]([O:8][C:9]([NH:11][CH:12]1[CH2:14][C:13]1([OH:20])[C:15]([O:17][CH2:18][CH3:19])=[O:16])=[O:10])[C:2]1[CH:3]=[CH:4][CH:5]=[CH:6][CH:7]=1, predict the reactants needed to synthesize it. The reactants are: [CH2:1]([O:8][C:9]([NH:11][CH:12]1[CH2:14][C:13]1([O:20][Si](C(C)(C)C)(C)C)[C:15]([O:17][CH2:18][CH3:19])=[O:16])=[O:10])[C:2]1[CH:7]=[CH:6][CH:5]=[CH:4][CH:3]=1.F.N1C=CC=CC=1. (5) Given the product [CH3:26][O:25][C:22]1[CH:23]=[CH:24][C:19]([C:17]#[C:18][C:2]2[CH:11]=[CH:10][N:9]=[C:8]3[C:3]=2[C:4]2[CH:16]=[CH:15][CH:14]=[CH:13][C:5]=2[C:6](=[O:12])[NH:7]3)=[CH:20][CH:21]=1, predict the reactants needed to synthesize it. The reactants are: Cl[C:2]1[CH:11]=[CH:10][N:9]=[C:8]2[C:3]=1[C:4]1[CH:16]=[CH:15][CH:14]=[CH:13][C:5]=1[C:6](=[O:12])[NH:7]2.[C:17]([C:19]1[CH:24]=[CH:23][C:22]([O:25][CH3:26])=[CH:21][CH:20]=1)#[CH:18]. (6) Given the product [Cl:1][C:2]1[CH:7]=[CH:6][CH:5]=[CH:4][C:3]=1[CH:8]([OH:13])[C:9]1[N:17]([CH2:16][CH:15]([CH3:20])[CH3:14])[C:18](=[S:19])[NH:12][N:11]=1, predict the reactants needed to synthesize it. The reactants are: [Cl:1][C:2]1[CH:7]=[CH:6][CH:5]=[CH:4][C:3]=1[CH:8]([OH:13])[C:9]([NH:11][NH2:12])=O.[CH3:14][CH:15]([CH3:20])[CH2:16][N:17]=[C:18]=[S:19]. (7) Given the product [C:23]([O:22][C:21]([NH:1][CH:2]([C:6]([OH:8])=[O:7])[CH2:3][CH2:4][OH:5])=[O:27])([CH3:26])([CH3:25])[CH3:24], predict the reactants needed to synthesize it. The reactants are: [NH2:1][C@H:2]([C:6]([OH:8])=[O:7])[CH2:3][CH2:4][OH:5].C(=O)([O-])[O-].[Cs+].[Cs+].O1CCOCC1.[C:21](OC([O-])=O)(=[O:27])[O:22][C:23]([CH3:26])([CH3:25])[CH3:24].